This data is from Forward reaction prediction with 1.9M reactions from USPTO patents (1976-2016). The task is: Predict the product of the given reaction. (1) Given the reactants Cl[C:2]1[C:7]([C:8]#[N:9])=[CH:6][N:5]=[C:4]2[S:10][C:11]([C:13]([O:15][CH3:16])=[O:14])=[CH:12][C:3]=12.[CH3:17][C:18]1[C:26]([NH2:27])=[CH:25][CH:24]=[C:23]2[C:19]=1[CH:20]=[CH:21][NH:22]2, predict the reaction product. The product is: [C:8]([C:7]1[C:2]([NH:27][C:26]2[C:18]([CH3:17])=[C:19]3[C:23](=[CH:24][CH:25]=2)[NH:22][CH:21]=[CH:20]3)=[C:3]2[CH:12]=[C:11]([C:13]([O:15][CH3:16])=[O:14])[S:10][C:4]2=[N:5][CH:6]=1)#[N:9]. (2) Given the reactants CN(C)S([N:6]1[CH:10]=[C:9]([CH2:11][C:12]2[S:13][CH:14]=[CH:15][CH:16]=2)[N:8]=[CH:7]1)(=O)=O.[OH-].[Na+], predict the reaction product. The product is: [S:13]1[CH:14]=[CH:15][CH:16]=[C:12]1[CH2:11][C:9]1[N:8]=[CH:7][NH:6][CH:10]=1. (3) Given the reactants Cl[Si](C)(C)C.[I-].[Na+].[Br:8][C:9]1[CH:10]=[CH:11][C:12]([Cl:21])=[C:13]([CH2:15][NH:16]C(=O)OC)[CH:14]=1.[OH-].[Na+], predict the reaction product. The product is: [Br:8][C:9]1[CH:10]=[CH:11][C:12]([Cl:21])=[C:13]([CH2:15][NH2:16])[CH:14]=1. (4) Given the reactants C(OC([N:8]1[CH2:13][CH2:12][N:11]([C:14]2[CH:22]=[CH:21][CH:20]=[C:19]3[C:15]=2[CH:16]=[CH:17][N:18]3[C:23]2[CH:28]=[CH:27][N:26]=[C:25]([NH:29][CH:30]3[CH2:35][CH2:34][CH:33]([N:36]([CH2:41][CH2:42][O:43][Si:44]([C:47]([CH3:50])([CH3:49])[CH3:48])([CH3:46])[CH3:45])[S:37]([CH3:40])(=[O:39])=[O:38])[CH2:32][CH2:31]3)[N:24]=2)[CH2:10][CH2:9]1)=O)(C)(C)C, predict the reaction product. The product is: [C:47]([Si:44]([CH3:46])([CH3:45])[O:43][CH2:42][CH2:41][N:36]([S:37]([CH3:40])(=[O:39])=[O:38])[CH:33]1[CH2:34][CH2:35][CH:30]([NH:29][C:25]2[N:24]=[C:23]([N:18]3[C:19]4[C:15](=[C:14]([N:11]5[CH2:10][CH2:9][NH:8][CH2:13][CH2:12]5)[CH:22]=[CH:21][CH:20]=4)[CH:16]=[CH:17]3)[CH:28]=[CH:27][N:26]=2)[CH2:31][CH2:32]1)([CH3:48])([CH3:50])[CH3:49]. (5) Given the reactants [CH:1]1[CH:6]=[C:5]2[C:7](Br)=[CH:8][S:9][C:4]2=[CH:3][CH:2]=1.CN([CH:14]=[O:15])C.C[CH2:17][O:18]CC, predict the reaction product. The product is: [S:9]1[C:4]2[CH:3]=[CH:2][CH:1]=[CH:6][C:5]=2[C:7]([CH:17]=[O:18])=[C:8]1[CH:14]=[O:15]. (6) The product is: [CH2:25]([O:24][C:20]1[CH:19]=[C:18]([N:14]2[CH2:13][C:12]3([CH2:27][CH2:28][CH2:29][C:10]([CH2:30][N:31]4[C:35]5[CH:36]=[C:37]([C:40]#[N:41])[CH:38]=[CH:39][C:34]=5[N:33]=[CH:32]4)([CH2:9][OH:8])[CH2:11]3)[O:16][C:15]2=[O:17])[CH:23]=[CH:22][CH:21]=1)[CH3:26]. Given the reactants C([O:8][CH2:9][C:10]1([CH2:30][N:31]2[C:35]3[CH:36]=[C:37]([C:40]#[N:41])[CH:38]=[CH:39][C:34]=3[N:33]=[CH:32]2)[CH2:29][CH2:28][CH2:27][C:12]2([O:16][C:15](=[O:17])[N:14]([C:18]3[CH:23]=[CH:22][CH:21]=[C:20]([O:24][CH2:25][CH3:26])[CH:19]=3)[CH2:13]2)[CH2:11]1)C1C=CC=CC=1.I[Si](C)(C)C, predict the reaction product. (7) Given the reactants [NH2:1][C:2]1[CH:7]=[CH:6][C:5]([N:8]2[CH2:13][CH2:12][N:11]([CH3:14])[CH2:10][CH2:9]2)=[CH:4][C:3]=1[OH:15].FC1C=CC([N+]([O-])=O)=CC=1O.CN1CCNCC1.[CH2:34]1[C:42]2[C:37](=[CH:38][C:39]([N:43]3[C:48]4[N:49]=[C:50](S(C)(=O)=O)[N:51]=[CH:52][C:47]=4[C:46](=[O:57])[C:45]([C:58]([NH2:60])=[O:59])=[CH:44]3)=[CH:40][CH:41]=2)[CH2:36][CH2:35]1, predict the reaction product. The product is: [OH:15][C:3]1[CH:4]=[C:5]([N:8]2[CH2:9][CH2:10][N:11]([CH3:14])[CH2:12][CH2:13]2)[CH:6]=[CH:7][C:2]=1[NH:1][C:50]1[N:51]=[CH:52][C:47]2[C:46](=[O:57])[C:45]([C:58]([NH2:60])=[O:59])=[CH:44][N:43]([C:39]3[CH:38]=[C:37]4[C:42](=[CH:41][CH:40]=3)[CH2:34][CH2:35][CH2:36]4)[C:48]=2[N:49]=1. (8) Given the reactants [CH2:1]([O:4][C:5]1[CH:12]=[CH:11][C:8]([CH:9]=O)=[CH:7][CH:6]=1)[CH2:2][CH3:3].[CH3:13][C:14]([C:16]1[CH:21]=[C:20]([O:22][CH3:23])[CH:19]=[C:18]([O:24][CH3:25])[CH:17]=1)=[O:15].[OH-].[Na+], predict the reaction product. The product is: [CH2:1]([O:4][C:5]1[CH:12]=[CH:11][C:8](/[CH:9]=[CH:13]/[C:14]([C:16]2[CH:17]=[C:18]([O:24][CH3:25])[CH:19]=[C:20]([O:22][CH3:23])[CH:21]=2)=[O:15])=[CH:7][CH:6]=1)[CH2:2][CH3:3]. (9) Given the reactants [Cl:1][C:2]1[CH:3]=[C:4]([C:8]([OH:10])=O)[N:5]([CH3:7])[CH:6]=1.C(N(CC)CC)C.F[P-](F)(F)(F)(F)F.N1(O[P+](N(C)C)(N(C)C)N(C)C)C2C=CC=CC=2N=N1.[NH2:45][CH2:46][C:47]1[N:48]=[CH:49][NH:50][CH:51]=1, predict the reaction product. The product is: [NH:50]1[CH:51]=[C:47]([CH2:46][NH:45][C:8]([C:4]2[N:5]([CH3:7])[CH:6]=[C:2]([Cl:1])[CH:3]=2)=[O:10])[N:48]=[CH:49]1.